Dataset: NCI-60 drug combinations with 297,098 pairs across 59 cell lines. Task: Regression. Given two drug SMILES strings and cell line genomic features, predict the synergy score measuring deviation from expected non-interaction effect. (1) Drug 1: CC12CCC3C(C1CCC2=O)CC(=C)C4=CC(=O)C=CC34C. Drug 2: C1=CN(C=N1)CC(O)(P(=O)(O)O)P(=O)(O)O. Cell line: K-562. Synergy scores: CSS=4.91, Synergy_ZIP=-14.7, Synergy_Bliss=-28.4, Synergy_Loewe=-29.3, Synergy_HSA=-29.8. (2) Drug 1: CC1=C(C=C(C=C1)NC2=NC=CC(=N2)N(C)C3=CC4=NN(C(=C4C=C3)C)C)S(=O)(=O)N.Cl. Drug 2: CC(C)NC(=O)C1=CC=C(C=C1)CNNC.Cl. Cell line: MCF7. Synergy scores: CSS=4.57, Synergy_ZIP=0.437, Synergy_Bliss=1.47, Synergy_Loewe=-4.32, Synergy_HSA=-1.50. (3) Drug 1: CN1C(=O)N2C=NC(=C2N=N1)C(=O)N. Drug 2: C1C(C(OC1N2C=NC(=NC2=O)N)CO)O. Cell line: LOX IMVI. Synergy scores: CSS=11.0, Synergy_ZIP=-3.25, Synergy_Bliss=1.24, Synergy_Loewe=1.24, Synergy_HSA=3.01. (4) Drug 1: C1C(C(OC1N2C=NC3=C(N=C(N=C32)Cl)N)CO)O. Drug 2: CCN(CC)CCNC(=O)C1=C(NC(=C1C)C=C2C3=C(C=CC(=C3)F)NC2=O)C. Cell line: SK-OV-3. Synergy scores: CSS=1.82, Synergy_ZIP=-0.0407, Synergy_Bliss=8.73, Synergy_Loewe=3.56, Synergy_HSA=5.49. (5) Drug 1: CC(CN1CC(=O)NC(=O)C1)N2CC(=O)NC(=O)C2. Drug 2: CC1=C(C(=O)C2=C(C1=O)N3CC4C(C3(C2COC(=O)N)OC)N4)N. Cell line: M14. Synergy scores: CSS=23.7, Synergy_ZIP=-9.99, Synergy_Bliss=-13.0, Synergy_Loewe=-44.1, Synergy_HSA=-11.7. (6) Drug 1: CN1CCC(CC1)COC2=C(C=C3C(=C2)N=CN=C3NC4=C(C=C(C=C4)Br)F)OC. Drug 2: CN(C(=O)NC(C=O)C(C(C(CO)O)O)O)N=O. Cell line: SNB-75. Synergy scores: CSS=2.18, Synergy_ZIP=-3.35, Synergy_Bliss=-4.30, Synergy_Loewe=-12.2, Synergy_HSA=-4.09. (7) Drug 1: C1=NC2=C(N1)C(=S)N=CN2. Drug 2: COC1=NC(=NC2=C1N=CN2C3C(C(C(O3)CO)O)O)N. Cell line: NCI-H226. Synergy scores: CSS=5.13, Synergy_ZIP=-3.10, Synergy_Bliss=-1.25, Synergy_Loewe=1.18, Synergy_HSA=1.45. (8) Cell line: SK-MEL-5. Drug 2: CC1CCC2CC(C(=CC=CC=CC(CC(C(=O)C(C(C(=CC(C(=O)CC(OC(=O)C3CCCCN3C(=O)C(=O)C1(O2)O)C(C)CC4CCC(C(C4)OC)OCCO)C)C)O)OC)C)C)C)OC. Drug 1: C1C(C(OC1N2C=NC3=C(N=C(N=C32)Cl)N)CO)O. Synergy scores: CSS=11.2, Synergy_ZIP=-7.92, Synergy_Bliss=-2.34, Synergy_Loewe=-2.19, Synergy_HSA=-3.23. (9) Drug 1: C1CCC(C1)C(CC#N)N2C=C(C=N2)C3=C4C=CNC4=NC=N3. Drug 2: C1=CC(=C2C(=C1NCCNCCO)C(=O)C3=C(C=CC(=C3C2=O)O)O)NCCNCCO. Cell line: SR. Synergy scores: CSS=49.1, Synergy_ZIP=-1.17, Synergy_Bliss=-6.06, Synergy_Loewe=-9.61, Synergy_HSA=-5.78.